This data is from Forward reaction prediction with 1.9M reactions from USPTO patents (1976-2016). The task is: Predict the product of the given reaction. (1) Given the reactants [CH2:1]([O:3][C:4]([C:6]1([C:9]2[CH:14]=[CH:13][C:12]([C:15]3[CH:20]=[CH:19][C:18]([C:21]4[O:25][N:24]=[C:23]([CH3:26])[C:22]=4[NH:27][C:28]4[CH:33]=[CH:32][CH:31]=[C:30](Br)[N:29]=4)=[CH:17][CH:16]=3)=[CH:11][CH:10]=2)[CH2:8][CH2:7]1)=[O:5])[CH3:2].[Cl:35][C:36]1[CH:41]=[CH:40][C:39]([F:42])=[CH:38][C:37]=1B(O)O, predict the reaction product. The product is: [CH2:1]([O:3][C:4]([C:6]1([C:9]2[CH:14]=[CH:13][C:12]([C:15]3[CH:20]=[CH:19][C:18]([C:21]4[O:25][N:24]=[C:23]([CH3:26])[C:22]=4[NH:27][C:28]4[CH:33]=[CH:32][CH:31]=[C:30]([C:41]5[CH:40]=[C:39]([F:42])[CH:38]=[CH:37][C:36]=5[Cl:35])[N:29]=4)=[CH:17][CH:16]=3)=[CH:11][CH:10]=2)[CH2:8][CH2:7]1)=[O:5])[CH3:2]. (2) Given the reactants C(S[C:4]1[N:9]=[C:8]([OH:10])[CH:7]=[C:6]([C:11]2[CH:16]=[CH:15][CH:14]=[CH:13][CH:12]=2)[N:5]=1)C.[Cl:17][C:18]1[CH:19]=[C:20]([NH2:26])[CH:21]=[CH:22][C:23]=1[O:24][CH3:25], predict the reaction product. The product is: [Cl:17][C:18]1[CH:19]=[C:20]([NH:26][C:4]2[N:9]=[C:8]([OH:10])[CH:7]=[C:6]([C:11]3[CH:12]=[CH:13][CH:14]=[CH:15][CH:16]=3)[N:5]=2)[CH:21]=[CH:22][C:23]=1[O:24][CH3:25].